From a dataset of Full USPTO retrosynthesis dataset with 1.9M reactions from patents (1976-2016). Predict the reactants needed to synthesize the given product. (1) The reactants are: [F:1][C:2]([F:19])([F:18])[C:3]1[CH:4]=[C:5]([C:13](=[O:17])[CH:14]([Br:16])[CH3:15])[CH:6]=[C:7](C(F)(F)F)[CH:8]=1.[F:20]C(F)(F)C1C=C(C(=O)CC)C=C(C(F)(F)F)C=1. Given the product [Br:16][CH:14]([CH3:15])[C:13]([C:5]1[CH:4]=[C:3]([C:2]([F:19])([F:18])[F:1])[CH:8]=[C:7]([F:20])[CH:6]=1)=[O:17], predict the reactants needed to synthesize it. (2) The reactants are: [C:1]([O-])([O-])=O.[K+].[K+].[CH2:7]([O:14][C:15](=[O:48])[C@H:16]([NH:30][S:31]([C:34]1[S:35][C:36]([C:39]2[CH:44]=[CH:43][C:42]([O:45][CH2:46][CH3:47])=[CH:41][CH:40]=2)=[CH:37][CH:38]=1)(=[O:33])=[O:32])[CH:17]1[CH2:22][CH2:21][N:20]([C:23]([O:25][C:26]([CH3:29])([CH3:28])[CH3:27])=[O:24])[CH2:19][CH2:18]1)[C:8]1[CH:13]=[CH:12][CH:11]=[CH:10][CH:9]=1.CI. Given the product [CH2:7]([O:14][C:15](=[O:48])[C@H:16]([N:30]([S:31]([C:34]1[S:35][C:36]([C:39]2[CH:44]=[CH:43][C:42]([O:45][CH2:46][CH3:47])=[CH:41][CH:40]=2)=[CH:37][CH:38]=1)(=[O:33])=[O:32])[CH3:1])[CH:17]1[CH2:22][CH2:21][N:20]([C:23]([O:25][C:26]([CH3:29])([CH3:28])[CH3:27])=[O:24])[CH2:19][CH2:18]1)[C:8]1[CH:9]=[CH:10][CH:11]=[CH:12][CH:13]=1, predict the reactants needed to synthesize it. (3) Given the product [C:23]([O:22][C:20]([C:17]1[CH:18]=[CH:19][C:14]([CH2:13][C@@H:12]([C:27]([O:29][C:30]([CH3:33])([CH3:32])[CH3:31])=[O:28])[NH2:11])=[CH:15][CH:16]=1)=[O:21])([CH3:24])([CH3:26])[CH3:25], predict the reactants needed to synthesize it. The reactants are: C(OC([NH:11][C@H:12]([C:27]([O:29][C:30]([CH3:33])([CH3:32])[CH3:31])=[O:28])[CH2:13][C:14]1[CH:19]=[CH:18][C:17]([C:20]([O:22][C:23]([CH3:26])([CH3:25])[CH3:24])=[O:21])=[CH:16][CH:15]=1)=O)C1C=CC=CC=1. (4) Given the product [F:23][CH:22]([F:24])[CH2:21][N:17]1[CH2:16][CH:15]2[CH2:20][CH:18]1[CH2:19][N:14]2[C:12]1[N:11]2[CH:25]=[CH:26][N:27]=[C:10]2[CH:9]=[C:8]([C:6]2([NH:36][CH:29]([C:30]3[CH:35]=[CH:34][CH:33]=[CH:32][CH:31]=3)[CH3:28])[CH:5]=[CH:4][N:3]=[CH:2][CH2:7]2)[N:13]=1, predict the reactants needed to synthesize it. The reactants are: Cl[C:2]1[CH:7]=[C:6]([C:8]2[N:13]=[C:12]([N:14]3[CH2:19][CH:18]4[CH2:20][CH:15]3[CH2:16][N:17]4[CH2:21][CH:22]([F:24])[F:23])[N:11]3[CH:25]=[CH:26][N:27]=[C:10]3[CH:9]=2)[CH:5]=[CH:4][N:3]=1.[CH3:28][C@H:29]([NH2:36])[C:30]1[CH:35]=[CH:34][CH:33]=[CH:32][CH:31]=1.C1C=CC(P(C2C(C3C(P(C4C=CC=CC=4)C4C=CC=CC=4)=CC=C4C=3C=CC=C4)=C3C(C=CC=C3)=CC=2)C2C=CC=CC=2)=CC=1.CC([O-])(C)C.[Na+]. (5) The reactants are: [NH2:1][C:2]1[C:3]2[S:11][CH:10]=[C:9]([C:12]3[CH:13]=[C:14]([CH:19]=[CH:20][CH:21]=3)[C:15]([NH:17][CH3:18])=[O:16])[C:4]=2[N:5]=[C:6](Cl)[N:7]=1.[OH-].[Na+].[CH2:24]([N:26]1[CH2:31][CH2:30][N:29]([C:32]2[N:37]=[CH:36][C:35]([NH2:38])=[CH:34][CH:33]=2)[CH2:28][CH2:27]1)[CH3:25].CC(C1C=C(C(C)C)C(C2C=CC=CC=2P(C2CCCCC2)C2CCCCC2)=C(C(C)C)C=1)C. Given the product [NH2:1][C:2]1[C:3]2[S:11][CH:10]=[C:9]([C:12]3[CH:13]=[C:14]([CH:19]=[CH:20][CH:21]=3)[C:15]([NH:17][CH3:18])=[O:16])[C:4]=2[N:5]=[C:6]([NH:38][C:35]2[CH:36]=[N:37][C:32]([N:29]3[CH2:30][CH2:31][N:26]([CH2:24][CH3:25])[CH2:27][CH2:28]3)=[CH:33][CH:34]=2)[N:7]=1, predict the reactants needed to synthesize it. (6) Given the product [Br:11][C:10]1([Br:13])[CH2:1][C:2]1([CH3:3])[C:4]1[CH:9]=[CH:8][CH:7]=[CH:6][CH:5]=1, predict the reactants needed to synthesize it. The reactants are: [CH3:1][C:2]([C:4]1[CH:9]=[CH:8][CH:7]=[CH:6][CH:5]=1)=[CH2:3].[CH:10]([Br:13])(Br)[Br:11].[OH-].[Na+].